Predict which catalyst facilitates the given reaction. From a dataset of Catalyst prediction with 721,799 reactions and 888 catalyst types from USPTO. (1) Reactant: [CH3:1][N:2]1[C:6]([C:7]2[S:11][C:10]([S:12](Cl)(=[O:14])=[O:13])=[CH:9][CH:8]=2)=[CH:5][C:4]([C:16]([F:19])([F:18])[F:17])=[N:3]1.[NH2:20][C:21]1[CH:26]=[CH:25][C:24]([NH:27][C:28]([NH:30][C:31]2[CH:36]=[CH:35][CH:34]=[CH:33][CH:32]=2)=[O:29])=[C:23]([Cl:37])[CH:22]=1.N1C=CC=CC=1. Product: [Cl:37][C:23]1[CH:22]=[C:21]([NH:20][S:12]([C:10]2[S:11][C:7]([C:6]3[N:2]([CH3:1])[N:3]=[C:4]([C:16]([F:19])([F:18])[F:17])[CH:5]=3)=[CH:8][CH:9]=2)(=[O:14])=[O:13])[CH:26]=[CH:25][C:24]=1[NH:27][C:28]([NH:30][C:31]1[CH:36]=[CH:35][CH:34]=[CH:33][CH:32]=1)=[O:29]. The catalyst class is: 2. (2) Reactant: [NH:1]1[C:9]2[C:4](=[CH:5][CH:6]=[CH:7][CH:8]=2)[C:3](/[CH:10]=[CH:11]/[C:12]([OH:14])=O)=[CH:2]1.[NH2:15][C:16]1[CH:17]=[C:18]([CH:22]=[CH:23][C:24]=1[OH:25])[C:19]([NH2:21])=[O:20].C1CN([P+](ON2N=NC3C=CC=CC2=3)(N2CCCC2)N2CCCC2)CC1.F[P-](F)(F)(F)(F)F.CCN(C(C)C)C(C)C. Product: [NH:1]1[C:9]2[C:4](=[CH:5][CH:6]=[CH:7][CH:8]=2)[C:3]([CH:10]=[CH:11][C:12]([NH:15][C:16]2[CH:17]=[C:18]([CH:22]=[CH:23][C:24]=2[OH:25])[C:19]([NH2:21])=[O:20])=[O:14])=[CH:2]1. The catalyst class is: 3. (3) Reactant: Cl[C:2]1[CH:3]=[C:4]([O:8][CH3:9])[CH:5]=[CH:6][CH:7]=1.[CH3:10][O:11][C:12]1[CH:17]=[CH:16][C:15](B(O)O)=[CH:14][CH:13]=1.[F-].[K+]. Product: [CH3:9][O:8][C:4]1[CH:3]=[C:2]([C:15]2[CH:16]=[CH:17][C:12]([O:11][CH3:10])=[CH:13][CH:14]=2)[CH:7]=[CH:6][CH:5]=1. The catalyst class is: 11. (4) Reactant: C([O-])(O)=O.[Na+].[NH2:6][C:7]1[CH:12]=[CH:11][C:10]([NH:13][C:14](=[O:37])[C:15]2[CH:20]=[CH:19][C:18]([O:21][CH2:22][C:23]3[CH:28]=[CH:27][CH:26]=[CH:25][CH:24]=3)=[CH:17][C:16]=2[O:29][CH2:30][C:31]2[CH:36]=[CH:35][CH:34]=[CH:33][CH:32]=2)=[C:9]([OH:38])[CH:8]=1.[N:39]1[C:46]([Cl:47])=[N:45][C:43](Cl)=[N:42][C:40]=1[Cl:41]. Product: [CH2:30]([O:29][C:16]1[CH:17]=[C:18]([O:21][CH2:22][C:23]2[CH:28]=[CH:27][CH:26]=[CH:25][CH:24]=2)[CH:19]=[CH:20][C:15]=1[C:14]([NH:13][C:10]1[CH:11]=[CH:12][C:7]([NH:6][C:43]2[N:45]=[C:46]([Cl:47])[N:39]=[C:40]([Cl:41])[N:42]=2)=[CH:8][C:9]=1[OH:38])=[O:37])[C:31]1[CH:36]=[CH:35][CH:34]=[CH:33][CH:32]=1. The catalyst class is: 1.